Dataset: NCI-60 drug combinations with 297,098 pairs across 59 cell lines. Task: Regression. Given two drug SMILES strings and cell line genomic features, predict the synergy score measuring deviation from expected non-interaction effect. (1) Drug 1: CC12CCC3C(C1CCC2=O)CC(=C)C4=CC(=O)C=CC34C. Drug 2: CC1=C(C(=O)C2=C(C1=O)N3CC4C(C3(C2COC(=O)N)OC)N4)N. Cell line: DU-145. Synergy scores: CSS=71.5, Synergy_ZIP=-3.14, Synergy_Bliss=-4.23, Synergy_Loewe=-12.1, Synergy_HSA=-1.03. (2) Drug 1: CC1CCC2CC(C(=CC=CC=CC(CC(C(=O)C(C(C(=CC(C(=O)CC(OC(=O)C3CCCCN3C(=O)C(=O)C1(O2)O)C(C)CC4CCC(C(C4)OC)OCCO)C)C)O)OC)C)C)C)OC. Synergy scores: CSS=24.0, Synergy_ZIP=11.1, Synergy_Bliss=16.7, Synergy_Loewe=9.97, Synergy_HSA=14.7. Drug 2: CC12CCC3C(C1CCC2O)C(CC4=C3C=CC(=C4)O)CCCCCCCCCS(=O)CCCC(C(F)(F)F)(F)F. Cell line: LOX IMVI. (3) Drug 1: CS(=O)(=O)C1=CC(=C(C=C1)C(=O)NC2=CC(=C(C=C2)Cl)C3=CC=CC=N3)Cl. Drug 2: C1=CC(=CC=C1C#N)C(C2=CC=C(C=C2)C#N)N3C=NC=N3. Cell line: HT29. Synergy scores: CSS=5.62, Synergy_ZIP=1.29, Synergy_Bliss=5.66, Synergy_Loewe=1.49, Synergy_HSA=1.27.